This data is from Reaction yield outcomes from USPTO patents with 853,638 reactions. The task is: Predict the reaction yield, written as a fraction of the theoretical maximum amount of product (1.0 means a 100% yield; for example, 0.34 means a 34% yield). (1) The reactants are [CH3:1][C:2]1[C:7]2[N:8]=[C:9]([CH2:11][CH2:12][CH3:13])[NH:10][C:6]=2[CH:5]=[C:4]([C:14]([OH:16])=O)[CH:3]=1.[NH2:17][C@H:18]([CH2:31][C:32]1[CH:37]=[CH:36][CH:35]=[CH:34][CH:33]=1)[CH2:19][C:20]([NH:22][O:23][CH2:24][C:25]1[CH:30]=[CH:29][CH:28]=[CH:27][CH:26]=1)=[O:21].C1C=CC2N(O)N=NC=2C=1.C(Cl)CCl. The catalyst is CN(C=O)C.C(Cl)Cl.C(N(CC)CC)C. The product is [CH2:31]([C@@H:18]([NH:17][C:14]([C:4]1[CH:3]=[C:2]([CH3:1])[C:7]2[N:8]=[C:9]([CH2:11][CH2:12][CH3:13])[NH:10][C:6]=2[CH:5]=1)=[O:16])[CH2:19][C:20](=[O:21])[NH:22][O:23][CH2:24][C:25]1[CH:30]=[CH:29][CH:28]=[CH:27][CH:26]=1)[C:32]1[CH:33]=[CH:34][CH:35]=[CH:36][CH:37]=1. The yield is 0.410. (2) The reactants are ClCCl.[NH2:4][C:5]1[CH:13]=[C:12]([F:14])[CH:11]=[CH:10][C:6]=1[C:7]([OH:9])=[O:8].C(=O)([O-])O.[Na+].[I:20](Cl)(=O)=O.I(Cl)(=O)=O.C([N+](C)(C)C)C1C=CC=CC=1. The catalyst is CO. The product is [NH2:4][C:5]1[CH:13]=[C:12]([F:14])[C:11]([I:20])=[CH:10][C:6]=1[C:7]([OH:9])=[O:8]. The yield is 0.770. (3) The reactants are [F:1][C:2]1[CH:7]=[C:6](/[CH:8]=[CH:9]/[C:10]([O:12][CH3:13])=[O:11])[CH:5]=[C:4]([F:14])[C:3]=1[CH:15]([OH:20])S([O-])(=O)=O.[Na+].C(=O)([O-])[O-].[K+].[K+].O. The catalyst is C(OCC)(=O)C. The product is [F:1][C:2]1[CH:7]=[C:6](/[CH:8]=[CH:9]/[C:10]([O:12][CH3:13])=[O:11])[CH:5]=[C:4]([F:14])[C:3]=1[CH:15]=[O:20]. The yield is 0.760. (4) The reactants are [N+:1]([C:4]1[C:13]2[C:8](=[CH:9][CH:10]=[CH:11][CH:12]=2)[C:7]([O:14][CH2:15][CH2:16][N:17]2[CH2:22][CH2:21][O:20][CH2:19][CH2:18]2)=[CH:6][CH:5]=1)([O-])=O. The catalyst is [Pd].CO. The product is [N:17]1([CH2:16][CH2:15][O:14][C:7]2[C:8]3[C:13](=[CH:12][CH:11]=[CH:10][CH:9]=3)[C:4]([NH2:1])=[CH:5][CH:6]=2)[CH2:22][CH2:21][O:20][CH2:19][CH2:18]1. The yield is 0.813. (5) The reactants are [Cl-].O[NH3+:3].[C:4](=[O:7])([O-])[OH:5].[Na+].CS(C)=O.[CH2:13]([C:17]1[N:18]([CH2:30][C:31]2[CH:36]=[CH:35][C:34]([C:37]3[C:38]([C:43]#[N:44])=[CH:39][CH:40]=[CH:41][CH:42]=3)=[CH:33][CH:32]=2)[C:19](=[O:29])[C:20]([C:24]2[S:25][CH:26]=[CH:27][CH:28]=2)=[C:21]([CH3:23])[N:22]=1)[CH2:14][CH2:15][CH3:16]. The catalyst is O. The product is [CH2:13]([C:17]1[N:18]([CH2:30][C:31]2[CH:32]=[CH:33][C:34]([C:37]3[CH:42]=[CH:41][CH:40]=[CH:39][C:38]=3[C:43]3[NH:3][C:4](=[O:7])[O:5][N:44]=3)=[CH:35][CH:36]=2)[C:19](=[O:29])[C:20]([C:24]2[S:25][CH:26]=[CH:27][CH:28]=2)=[C:21]([CH3:23])[N:22]=1)[CH2:14][CH2:15][CH3:16]. The yield is 0.780. (6) The reactants are [Br:1][C:2]1[CH:10]=[CH:9][C:5]([C:6]([NH2:8])=[O:7])=[CH:4][CH:3]=1.CO[CH:13](OC)[N:14]([CH3:16])[CH3:15]. No catalyst specified. The product is [Br:1][C:2]1[CH:10]=[CH:9][C:5]([C:6](/[N:8]=[CH:13]/[N:14]([CH3:16])[CH3:15])=[O:7])=[CH:4][CH:3]=1. The yield is 0.590. (7) The reactants are [OH:1][CH2:2][CH2:3][O:4][CH2:5][CH2:6][O:7][CH2:8][CH2:9][O:10][CH2:11][CH2:12][CH2:13][CH2:14][CH2:15][CH2:16][CH2:17][CH2:18][CH2:19][CH2:20][CH2:21][C:22]([NH:24][CH2:25][CH2:26][S:27][S:27][CH2:26][CH2:25][NH:24][C:22](=[O:23])[CH2:21][CH2:20][CH2:19][CH2:18][CH2:17][CH2:16][CH2:15][CH2:14][CH2:13][CH2:12][CH2:11][O:10][CH2:9][CH2:8][O:7][CH2:6][CH2:5][O:4][CH2:3][CH2:2][OH:1])=[O:23].Cl.C(CCP(CCC(O)=O)CCC(O)=O)(O)=O. The catalyst is CO.O. The product is [SH:27][CH2:26][CH2:25][NH:24][C:22](=[O:23])[CH2:21][CH2:20][CH2:19][CH2:18][CH2:17][CH2:16][CH2:15][CH2:14][CH2:13][CH2:12][CH2:11][O:10][CH2:9][CH2:8][O:7][CH2:6][CH2:5][O:4][CH2:3][CH2:2][OH:1]. The yield is 0.810. (8) The reactants are [Cl:1][C:2]1[CH:3]=[C:4]([C:9](O)([CH2:14][N+:15]([O-:17])=[O:16])[C:10]([F:13])([F:12])[F:11])[CH:5]=[C:6]([Cl:8])[CH:7]=1.O=S(Cl)Cl.N1C=CC=CC=1. The catalyst is C1(C)C=CC=CC=1. The product is [Cl:1][C:2]1[CH:3]=[C:4](/[C:9](/[C:10]([F:11])([F:12])[F:13])=[CH:14]/[N+:15]([O-:17])=[O:16])[CH:5]=[C:6]([Cl:8])[CH:7]=1. The yield is 0.600.